From a dataset of Hepatocyte clearance measurements from AstraZeneca. Regression/Classification. Given a drug SMILES string, predict its absorption, distribution, metabolism, or excretion properties. Task type varies by dataset: regression for continuous measurements (e.g., permeability, clearance, half-life) or binary classification for categorical outcomes (e.g., BBB penetration, CYP inhibition). For this dataset (clearance_hepatocyte_az), we predict log10(clearance) (log10 of the in vitro intrinsic clearance, CLint, in uL/min per 10^6 hepatocytes; values are censored to the assay range of 3 to 150, which is 0.477 to 2.18 on this log10 scale). (1) The drug is CCOc1nc2ccc(OCCC3CCN(c4ccc(C)nn4)CC3)cc2o1. The log10(clearance) is 0.600. (2) The drug is O=C(Nc1ccc(Cl)c(S(=O)(=O)N2CCNCC2)c1O)Nc1cccc(F)c1Cl. The log10(clearance) is 1.62.